From a dataset of Forward reaction prediction with 1.9M reactions from USPTO patents (1976-2016). Predict the product of the given reaction. (1) Given the reactants [NH2:1][C:2]1[C:10]2[C:5](=[CH:6][CH:7]=[CH:8][C:9]=2[F:11])[C:4]([C:19]2[CH:20]=[C:21]([CH3:27])[C:22](=[O:26])[N:23]([CH3:25])[CH:24]=2)([C:12]2[CH:17]=[CH:16][CH:15]=[C:14](Br)[CH:13]=2)[N:3]=1.[N:28]1[CH:33]=[C:32](B(O)O)[CH:31]=[N:30][CH:29]=1, predict the reaction product. The product is: [NH2:1][C:2]1[C:10]2[C:5](=[CH:6][CH:7]=[CH:8][C:9]=2[F:11])[C:4]([C:19]2[CH:20]=[C:21]([CH3:27])[C:22](=[O:26])[N:23]([CH3:25])[CH:24]=2)([C:12]2[CH:17]=[CH:16][CH:15]=[C:14]([C:32]3[CH:33]=[N:28][CH:29]=[N:30][CH:31]=3)[CH:13]=2)[N:3]=1. (2) Given the reactants [CH3:1][C:2]1[C:10]2[C:5](=[N:6][CH:7]=[C:8]([C:17]3[CH:22]=[CH:21][CH:20]=[CH:19][CH:18]=3)[C:9]=2[N:11]2[CH2:16][CH2:15][NH:14][CH2:13][CH2:12]2)[NH:4][CH:3]=1.[C:23]([O:27][C:28]([NH:30][C@H:31]([CH2:35][C:36]1[CH:41]=[CH:40][C:39]([Cl:42])=[CH:38][CH:37]=1)[C:32](O)=[O:33])=[O:29])([CH3:26])([CH3:25])[CH3:24].C1C=CC2N(O)N=NC=2C=1.O.CCN=C=NCCCN(C)C.CCN(C(C)C)C(C)C.C([O-])([O-])=O.[Na+].[Na+], predict the reaction product. The product is: [Cl:42][C:39]1[CH:40]=[CH:41][C:36]([CH2:35][C@@H:31]([NH:30][C:28](=[O:29])[O:27][C:23]([CH3:25])([CH3:24])[CH3:26])[C:32]([N:14]2[CH2:13][CH2:12][N:11]([C:9]3[C:8]([C:17]4[CH:18]=[CH:19][CH:20]=[CH:21][CH:22]=4)=[CH:7][N:6]=[C:5]4[NH:4][CH:3]=[C:2]([CH3:1])[C:10]=34)[CH2:16][CH2:15]2)=[O:33])=[CH:37][CH:38]=1. (3) Given the reactants [N:1]1([C:6]([O:8][CH2:9][C:10]2[CH:15]=[CH:14][CH:13]=[CH:12][CH:11]=2)=[O:7])[CH2:5][CH:4]=[CH:3][CH2:2]1.C1C=C(Cl)C=C(C(OO)=[O:24])C=1.C([O-])([O-])=O.[Na+].[Na+], predict the reaction product. The product is: [CH:3]12[O:24][CH:4]1[CH2:5][N:1]([C:6]([O:8][CH2:9][C:10]1[CH:15]=[CH:14][CH:13]=[CH:12][CH:11]=1)=[O:7])[CH2:2]2.